This data is from Catalyst prediction with 721,799 reactions and 888 catalyst types from USPTO. The task is: Predict which catalyst facilitates the given reaction. (1) Reactant: [CH2:1]([C@@H:8]1[CH2:12][O:11][C:10](=[O:13])[N:9]1[C:14](=[O:30])[C@H:15]([CH2:23][C:24]1[CH:29]=[CH:28][CH:27]=[CH:26][CH:25]=1)/[CH:16]=[CH:17]/[CH2:18][Si](C)(C)C)[C:2]1[CH:7]=[CH:6][CH:5]=[CH:4][CH:3]=1.[F:31][B-](F)(F)F.F[B-](F)(F)F.ClC[N+]12CC[N+](F)(CC1)CC2.C(Cl)(Cl)Cl. Product: [CH2:1]([C@@H:8]1[CH2:12][O:11][C:10](=[O:13])[N:9]1[C:14](=[O:30])[C@H:15]([CH2:23][C:24]1[CH:29]=[CH:28][CH:27]=[CH:26][CH:25]=1)[C@H:16]([F:31])[CH:17]=[CH2:18])[C:2]1[CH:7]=[CH:6][CH:5]=[CH:4][CH:3]=1. The catalyst class is: 23. (2) Reactant: [CH3:1][C:2]1([O:28][C@H:27]([CH2:29][O:30][CH2:31][C:32]2[CH:37]=[CH:36][C:35]([Cl:38])=[CH:34][C:33]=2[Cl:39])[C@@H:16]([O:17][CH2:18][C:19]2[CH:24]=[CH:23][C:22]([Cl:25])=[CH:21][C:20]=2[Cl:26])[C@H:5]1[O:6]CC1C=CC(Cl)=CC=1Cl)[O:3][CH3:4].Cl[Sn](Cl)(Cl)Cl. Product: [CH3:1][C:2]1([O:28][C@H:27]([CH2:29][O:30][CH2:31][C:32]2[CH:37]=[CH:36][C:35]([Cl:38])=[CH:34][C:33]=2[Cl:39])[C@@H:16]([O:17][CH2:18][C:19]2[CH:24]=[CH:23][C:22]([Cl:25])=[CH:21][C:20]=2[Cl:26])[C@H:5]1[OH:6])[O:3][CH3:4]. The catalyst class is: 2. (3) Reactant: [NH2:1][C:2]1[CH:11]=[C:10]2[C:5]([C:6]([NH:14][C:15]3[CH:20]=[C:19]([O:21][CH3:22])[C:18]([O:23][CH3:24])=[C:17]([O:25][CH3:26])[CH:16]=3)=[C:7]([C:12]#[N:13])[CH:8]=[N:9]2)=[CH:4][C:3]=1[NH:27][C:28](=[O:31])[CH:29]=[CH2:30].NC1C=C2C(=CC=1NC(=O)C=C)N=CC(C#N)=C2NC1C=C(OC)C(OC)=C(OC)C=1.[NH:63]1[CH2:68][CH2:67][O:66][CH2:65][CH2:64]1. Product: [NH2:1][C:2]1[CH:11]=[C:10]2[C:5]([C:6]([NH:14][C:15]3[CH:20]=[C:19]([O:21][CH3:22])[C:18]([O:23][CH3:24])=[C:17]([O:25][CH3:26])[CH:16]=3)=[C:7]([C:12]#[N:13])[CH:8]=[N:9]2)=[CH:4][C:3]=1[NH:27][C:28](=[O:31])[CH2:29][CH2:30][N:63]1[CH2:68][CH2:67][O:66][CH2:65][CH2:64]1. The catalyst class is: 9. (4) Reactant: [ClH:1].C(OC(=O)[NH:8][CH2:9][C:10]1[N:11]([S:15]([CH3:18])(=[O:17])=[O:16])[CH:12]=[CH:13][CH:14]=1)(C)(C)C. The catalyst class is: 13. Product: [ClH:1].[CH3:18][S:15]([N:11]1[CH:12]=[CH:13][CH:14]=[C:10]1[CH2:9][NH2:8])(=[O:17])=[O:16]. (5) Reactant: I[C:2]1[CH:7]=[CH:6][CH:5]=[CH:4][CH:3]=1.[Cl:8][C:9]1[CH:14]=[CH:13][C:12](B(O)O)=[CH:11][CH:10]=1.C(=O)([O-])[O-].[K+].[K+]. Product: [Cl:8][C:9]1[CH:14]=[CH:13][C:12]([C:2]2[CH:7]=[CH:6][CH:5]=[CH:4][CH:3]=2)=[CH:11][CH:10]=1. The catalyst class is: 8.